Task: Predict the product of the given reaction.. Dataset: Forward reaction prediction with 1.9M reactions from USPTO patents (1976-2016) (1) Given the reactants CC(OI1(OC(C)=O)(OC(C)=O)OC(=O)C2C=CC=CC1=2)=O.[Br:23][C:24]1[CH:29]=[CH:28][CH:27]=[C:26]([CH:30]([OH:37])[CH2:31][CH2:32][CH2:33][CH2:34][CH2:35][CH3:36])[CH:25]=1, predict the reaction product. The product is: [Br:23][C:24]1[CH:29]=[CH:28][CH:27]=[C:26]([C:30](=[O:37])[CH2:31][CH2:32][CH2:33][CH2:34][CH2:35][CH3:36])[CH:25]=1. (2) The product is: [C:1]([NH:4][C@@H:5]([CH2:9][S:10][C:23]([O:25][CH2:26][C:27]1[CH:32]=[CH:31][CH:30]=[CH:29][CH:28]=1)=[O:24])[C:6]([OH:8])=[O:7])(=[O:3])[CH3:2]. Given the reactants [C:1]([NH:4][CH:5]([CH2:9][SH:10])[C:6]([OH:8])=[O:7])(=[O:3])[CH3:2].C(=O)([O-])[O-].[Na+].[Na+].C1COCC1.Cl[C:23]([O:25][CH2:26][C:27]1[CH:32]=[CH:31][CH:30]=[CH:29][CH:28]=1)=[O:24], predict the reaction product. (3) Given the reactants [Cl-].[Al+3].[Cl-].[Cl-].[H-].[Al+3].[Li+].[H-].[H-].[H-].[CH:11]1([C@@:14]23[C@H:21]([N:22]4[CH2:27][CH2:26][CH:25]([C:28]5[CH:33]=[CH:32][CH:31]=[CH:30][C:29]=5[O:34][CH3:35])[CH2:24][CH2:23]4)[CH2:20][C:19](=O)[N:18]2[C@@H:17]([C:37]2[CH:42]=[CH:41][CH:40]=[CH:39][CH:38]=2)[CH2:16][O:15]3)[CH2:13][CH2:12]1.[OH-].[Na+], predict the reaction product. The product is: [CH3:35][O:34][C:29]1[CH:30]=[CH:31][CH:32]=[CH:33][C:28]=1[CH:25]1[CH2:24][CH2:23][N:22]([C@@H:21]2[CH2:20][CH2:19][N:18]([C@@H:17]([C:37]3[CH:38]=[CH:39][CH:40]=[CH:41][CH:42]=3)[CH2:16][OH:15])[CH:14]2[CH:11]2[CH2:13][CH2:12]2)[CH2:27][CH2:26]1.